From a dataset of Forward reaction prediction with 1.9M reactions from USPTO patents (1976-2016). Predict the product of the given reaction. Given the reactants [F:1][C:2]1[CH:10]=[C:9]2[C:5]([CH:6]=[CH:7][NH:8]2)=[CH:4][CH:3]=1.P(Cl)(Cl)(Cl)=O.CN([CH:19]=[O:20])C, predict the reaction product. The product is: [F:1][C:2]1[CH:10]=[C:9]2[C:5]([C:6]([CH:19]=[O:20])=[CH:7][NH:8]2)=[CH:4][CH:3]=1.